Dataset: Full USPTO retrosynthesis dataset with 1.9M reactions from patents (1976-2016). Task: Predict the reactants needed to synthesize the given product. (1) Given the product [CH2:3]([N:10]1[CH2:15][CH2:14][CH2:13][C@H:12]([O:16][C:18]2[CH:23]=[CH:22][C:21]([N+:24]([O-:26])=[O:25])=[CH:20][CH:19]=2)[CH2:11]1)[C:4]1[CH:5]=[CH:6][CH:7]=[CH:8][CH:9]=1, predict the reactants needed to synthesize it. The reactants are: [H-].[Na+].[CH2:3]([N:10]1[CH2:15][CH2:14][CH2:13][C@H:12]([OH:16])[CH2:11]1)[C:4]1[CH:9]=[CH:8][CH:7]=[CH:6][CH:5]=1.F[C:18]1[CH:23]=[CH:22][C:21]([N+:24]([O-:26])=[O:25])=[CH:20][CH:19]=1. (2) The reactants are: [CH3:1][O:2][C:3]1[C:4]([N+:9]([O-])=O)=[N:5][CH:6]=[CH:7][CH:8]=1.[H][H]. Given the product [CH3:1][O:2][C:3]1[C:4]([NH2:9])=[N:5][CH:6]=[CH:7][CH:8]=1, predict the reactants needed to synthesize it. (3) Given the product [CH:1]1([CH2:4][C@H:5]([N:9]2[CH2:17][C:16]3[C:11](=[CH:12][CH:13]=[CH:14][CH:15]=3)[C:10]2=[O:18])[C:6]([NH:28][C:25]2[CH:26]=[CH:27][N:23]([CH2:22][C:21]([O:20][CH3:19])([CH3:29])[CH3:30])[N:24]=2)=[O:8])[CH2:2][CH2:3]1, predict the reactants needed to synthesize it. The reactants are: [CH:1]1([CH2:4][C@H:5]([N:9]2[CH2:17][C:16]3[C:11](=[CH:12][CH:13]=[CH:14][CH:15]=3)[C:10]2=[O:18])[C:6]([OH:8])=O)[CH2:3][CH2:2]1.[CH3:19][O:20][C:21]([CH3:30])([CH3:29])[CH2:22][N:23]1[CH:27]=[CH:26][C:25]([NH2:28])=[N:24]1.F[P-](F)(F)(F)(F)F.N1(O[P+](N(C)C)(N(C)C)N(C)C)C2C=CC=CC=2N=N1.C(N(CC)C(C)C)(C)C.